This data is from Forward reaction prediction with 1.9M reactions from USPTO patents (1976-2016). The task is: Predict the product of the given reaction. (1) Given the reactants [CH2:1]([C:5]1[CH:10]=[CH:9][C:8]([C:11]#[C:12][C:13]2[CH:20]=[CH:19][C:16]([CH:17]=O)=[C:15]([F:21])[CH:14]=2)=[CH:7][CH:6]=1)[CH2:2][CH2:3][CH3:4].[NH2:22][C:23]1[CH:35]=[CH:34][C:26]2[O:27][C:28]([CH3:33])([CH3:32])[O:29][C:30](=[O:31])[C:25]=2[CH:24]=1, predict the reaction product. The product is: [CH2:1]([C:5]1[CH:10]=[CH:9][C:8]([C:11]#[C:12][C:13]2[CH:20]=[CH:19][C:16]([CH2:17][NH:22][C:23]3[CH:35]=[CH:34][C:26]4[O:27][C:28]([CH3:32])([CH3:33])[O:29][C:30](=[O:31])[C:25]=4[CH:24]=3)=[C:15]([F:21])[CH:14]=2)=[CH:7][CH:6]=1)[CH2:2][CH2:3][CH3:4]. (2) Given the reactants [NH2:1][C:2]1[N:6]([CH3:7])[NH:5][C:4](=[O:8])[CH:3]=1.[Br:9][C:10]1[CH:17]=[CH:16][C:13]([CH:14]=O)=[CH:12][C:11]=1[Cl:18].[C:19]1(=O)[CH2:23][CH2:22][C:21](=[O:24])[CH2:20]1, predict the reaction product. The product is: [Br:9][C:10]1[CH:17]=[CH:16][C:13]([CH:14]2[C:3]3[C:4](=[O:8])[NH:5][N:6]([CH3:7])[C:2]=3[NH:1][C:19]3[CH2:23][CH2:22][C:21](=[O:24])[C:20]2=3)=[CH:12][C:11]=1[Cl:18]. (3) The product is: [NH2:13][C:11]1[N:12]=[C:7]([N:1]2[CH2:6][CH2:5][N:4]([C:33]([O:35][C:36]3[CH:41]=[CH:40][C:39]([CH3:42])=[CH:38][CH:37]=3)=[O:34])[CH2:3][CH2:2]2)[C:8]2[N:16]=[C:15]([C:17]3[CH:18]=[N:19][CH:20]=[CH:21][CH:22]=3)[S:14][C:9]=2[N:10]=1. Given the reactants [N:1]1([C:7]2[C:8]3[N:16]=[C:15]([C:17]4[CH:18]=[N:19][CH:20]=[CH:21][CH:22]=4)[S:14][C:9]=3[N:10]=[C:11]([NH2:13])[N:12]=2)[CH2:6][CH2:5][NH:4][CH2:3][CH2:2]1.C(N(C(C)C)CC)(C)C.Cl[C:33]([O:35][C:36]1[CH:41]=[CH:40][C:39]([CH3:42])=[CH:38][CH:37]=1)=[O:34], predict the reaction product.